Dataset: Forward reaction prediction with 1.9M reactions from USPTO patents (1976-2016). Task: Predict the product of the given reaction. (1) Given the reactants [NH:1]1[CH2:6][CH2:5][CH:4]([NH:7][C:8](=[O:14])[O:9][C:10]([CH3:13])([CH3:12])[CH3:11])[CH2:3][CH2:2]1.[CH2:15]([N:22]1[CH2:27][CH2:26][C:25](=O)[CH2:24][CH2:23]1)[C:16]1[CH:21]=[CH:20][CH:19]=[CH:18][CH:17]=1.[BH-](OC(C)=O)(OC(C)=O)OC(C)=O.[Na+].C([O-])([O-])=O.[K+].[K+], predict the reaction product. The product is: [C:10]([O:9][C:8](=[O:14])[NH:7][CH:4]1[CH2:3][CH2:2][N:1]([CH:25]2[CH2:24][CH2:23][N:22]([CH2:15][C:16]3[CH:21]=[CH:20][CH:19]=[CH:18][CH:17]=3)[CH2:27][CH2:26]2)[CH2:6][CH2:5]1)([CH3:11])([CH3:13])[CH3:12]. (2) Given the reactants [CH3:1][C:2]([C:4]1[CH:9]=[CH:8][C:7]([O:10][CH3:11])=[CH:6][CH:5]=1)=O.[CH3:12][CH2:13][O:14][C:15]([CH:17](P(OCC)(OCC)=O)[CH3:18])=[O:16].C([Li])CCC, predict the reaction product. The product is: [CH3:11][O:10][C:7]1[CH:8]=[CH:9][C:4](/[C:2](/[CH3:1])=[C:17](\[CH3:18])/[C:15]([O:14][CH2:13][CH3:12])=[O:16])=[CH:5][CH:6]=1. (3) Given the reactants [N:1]1([C:7]([C:9]2[C:14]([C:15]3[CH:16]=[CH:17][C:18]4[C:19]5[N:33](C6CCCCO6)[N:32]=[CH:31][C:20]=5[C:21](=[O:30])[N:22]([CH2:25][C:26]([F:29])([F:28])[F:27])[C:23]=4[CH:24]=3)=[CH:13][CH:12]=[CH:11][N:10]=2)=[O:8])[CH2:6][CH2:5][O:4][CH2:3][CH2:2]1.N1(C(C2C(C3C=CC4C5NN(C6CCCCO6)CC=5C(=O)N(CC(F)(F)F)C=4C=3)=CC=CN=2)=O)CCOCC1.[ClH:79], predict the reaction product. The product is: [ClH:79].[N:1]1([C:7]([C:9]2[C:14]([C:15]3[CH:16]=[CH:17][C:18]4[C:19]5[NH:33][N:32]=[CH:31][C:20]=5[C:21](=[O:30])[N:22]([CH2:25][C:26]([F:27])([F:29])[F:28])[C:23]=4[CH:24]=3)=[CH:13][CH:12]=[CH:11][N:10]=2)=[O:8])[CH2:6][CH2:5][O:4][CH2:3][CH2:2]1. (4) Given the reactants [CH3:1][N:2]1[C:10]2[C:5](=[CH:6][C:7]([CH:11]=O)=[CH:8][CH:9]=2)[CH:4]=[N:3]1.Cl.[NH2:14][C@@H:15](C(OC)=O)[C@H:16]([CH2:18][CH3:19])[CH3:17].[CH2:24]1[C:32]2[C:27](=[CH:28][CH:29]=[CH:30][CH:31]=2)[CH2:26][CH:25]1[C@@H:33]([NH:37][C:38]([O:40]C(C)(C)C)=O)[C:34]([OH:36])=O.[C:45]1([CH2:51][O:52][C:53]2[CH:58]=[CH:57][CH:56]=[CH:55][C:54]=2[N+:59]#[C-:60])[CH:50]=[CH:49][CH:48]=[CH:47][CH:46]=1.FC(F)(F)C[OH:64], predict the reaction product. The product is: [CH2:26]1[C:27]2[C:32](=[CH:31][CH:30]=[CH:29][CH:28]=2)[CH2:24][CH:25]1[C@H:33]1[NH:37][C:38](=[O:40])[C@@H:15]([C@@H:16]([CH3:17])[CH2:18][CH3:19])[N:14]([CH:11]([C:7]2[CH:6]=[C:5]3[C:10](=[CH:9][CH:8]=2)[N:2]([CH3:1])[N:3]=[CH:4]3)[C:60]([NH:59][C:54]2[CH:55]=[CH:56][CH:57]=[CH:58][C:53]=2[O:52][CH2:51][C:45]2[CH:46]=[CH:47][CH:48]=[CH:49][CH:50]=2)=[O:64])[C:34]1=[O:36]. (5) Given the reactants C=O.[CH2:3]([NH:10][C:11]1[CH:12]=[C:13]([CH:23]=[CH:24][CH:25]=1)[CH2:14][NH:15][C:16](=[O:22])[O:17][C:18]([CH3:21])([CH3:20])[CH3:19])[C:4]1[CH:9]=[CH:8][CH:7]=[CH:6][CH:5]=1.[BH3-][C:27]#N.[Na+].CC(O)=O, predict the reaction product. The product is: [CH2:3]([N:10]([CH3:27])[C:11]1[CH:12]=[C:13]([CH:23]=[CH:24][CH:25]=1)[CH2:14][NH:15][C:16](=[O:22])[O:17][C:18]([CH3:20])([CH3:21])[CH3:19])[C:4]1[CH:5]=[CH:6][CH:7]=[CH:8][CH:9]=1. (6) Given the reactants [F:1][CH:2]([F:19])[C:3]1[C:11]2[CH2:10][CH2:9][CH2:8][C:7](=[O:12])[C:6]=2[N:5]([CH2:13][C:14]([O:16][CH2:17][CH3:18])=[O:15])[N:4]=1.[I-].[Li+].[CH3:22][Li], predict the reaction product. The product is: [F:19][CH:2]([F:1])[C:3]1[C:11]2[CH2:10][CH2:9][CH2:8][C:7]([OH:12])([CH3:22])[C:6]=2[N:5]([CH2:13][C:14]([O:16][CH2:17][CH3:18])=[O:15])[N:4]=1.